From a dataset of Experimentally validated miRNA-target interactions with 360,000+ pairs, plus equal number of negative samples. Binary Classification. Given a miRNA mature sequence and a target amino acid sequence, predict their likelihood of interaction. (1) The miRNA is hsa-miR-6778-5p with sequence AGUGGGAGGACAGGAGGCAGGU. The protein sequence of the target gene is MEEEAETEEQQRFSYQQRLKAAVHYTVGCLCEEVALDKEMQFSKQTIAAISELTFRQCENFAKDLEMFARHAKRTTINTEDVKLLARRSNSLLKYITDKSEEIAQINLERKAQKKKKSEDGSKNSRQPAEAGVVESEN. Result: 0 (no interaction). (2) The miRNA is hsa-miR-1278 with sequence UAGUACUGUGCAUAUCAUCUAU. The protein sequence of the target gene is MSYRRELEKYRDLDEDEILGALTEEELRTLENELDELDPDNALLPAGLRQKDQTTKAPTGPFKREELLDHLEKQAKEFKDREDLVPYTGEKRGKVWVPKQKPMDPVLESVTLEPELEEALANASDAELCDIAAILGMHTLMSNQQYYQALGSSSIVNKEGLNSVIKPTQYKPVPDEEPNSTDVEETLERIKNNDPELEEVNLNNIRNIPIPTLKAYAEALKENSYVKKFSIVGTRSNDPVAFALAEMLKVNKVLKTLNVESNFISGAGILRLVEALPHNTSLVELKIDNQSQPLGNKVEM.... Result: 0 (no interaction). (3) The miRNA is hsa-miR-7847-3p with sequence CGUGGAGGACGAGGAGGAGGC. The protein sequence of the target gene is MSPWLKWHGPAMARLWGLCLLVLGFWRASLACPTSCKCSSARIWCTEPSPGIVAFPRLEPNSVDPENITEILIANQKRLEIINEDDVEAYVGLRNLTIVDSGLKFVAYKAFLKNSNLRHINFTRNKLTSLSRRHFRHLDLSDLILTGNPFTCSCDIMWLKTLQETKSSPDTQDLYCLNESSKNMPLANLQIPNCGLPSARLAAPNLTVEEGKSVTLSCSVGGDPLPTLYWDVGNLVSKHMNETSHTQGSLRITNISSDDSGKQISCVAENLVGEDQDSVNLTVHFAPTITFLESPTSDHH.... Result: 0 (no interaction). (4) The miRNA is mmu-miR-3971 with sequence CUCCCCACCCCUGUACCAGUGA. The protein sequence of the target gene is MNGFSTEEDSREGPPAAPAAAPGYGQSCCLIADGERCVRPAGNASFSKRVQKSISQKKLKLDIDKSVRHLYICDFHKNFIQSVRNKRKRKASDDGGDSPEHDADIPEVDLFQLQVNTLRRYKRHYKLQTRPGFNKAQLAETVSRHFRNIPVNEKETLAYFIYMVKSNRSRLDQKSEGSKQLE. Result: 0 (no interaction). (5) The miRNA is hsa-miR-4423-5p with sequence AGUUGCCUUUUUGUUCCCAUGC. The protein sequence of the target gene is MWLLPALLLLCLSGCLSLKGPGSVTGTAGDSLTVWCQYESMYKGYNKYWCRGQYDTSCESIVETKGEEKVERNGRVSIRDHPEALAFTVTMQNLNEDDAGSYWCKIQTVWVLDSWSRDPSDLVRVYVSPAITTPRRTTHPATPPIFLVVNPGRNLSTGEVLTQNSGFRLSSPHFLLVVLLKLPLLLSMLGAVFWVNRPQWAPPGR. Result: 1 (interaction). (6) The miRNA is hsa-miR-15a-5p with sequence UAGCAGCACAUAAUGGUUUGUG. The protein sequence of the target gene is MYRRLGEALLLSRAGPAALGSAAADSAALLGWARGQPSAAPQPGLTPVARRHYSEAAADREDDPNFFKMVEGFFDRGASIVEDKLVEDLKTRESEEQKRNRVRGILRIIKPCNHVLSLSFPIRRDDGSWEVIEGYRAQHSQHRTPCKGGIRYSTDVSVDEVKALASLMTYKCAVVDVPFGGAKAGVKINPKNYTDNELEKITRRFTMELAKKGFIGPGIDVPAPDMSTGEREMSWIADTYASTIGHYDINAHACVTGKPISQGGIHGRISATGRGVFHGIENFINEASYMSILGMTPGFG.... Result: 0 (no interaction). (7) The miRNA is cel-miR-36-3p with sequence UCACCGGGUGAAAAUUCGCAUG. The protein sequence of the target gene is MTSLPCPLPGRDASKAVFPDLAPVPSVAAAYPLGLSPTTAASPNLSYSRPYGHLLSYPYTEPANPGDSYLSCQQPAALSQPLCGPAEHPQELEADSEKPRLSPEPSERRPQAPAKKLRKPRTIYSSLQLQHLNQRFQHTQYLALPERAQLAAQLGLTQTQVKIWFQNKRSKYKKLLKQNSGGQEGDFPGRTFSVSPCSPPLPSLWDLPKAGTLPTSGYGNSFGAWYQHHSSDVLASPQMM. Result: 0 (no interaction).